From a dataset of Tyrosyl-DNA phosphodiesterase HTS with 341,365 compounds. Binary Classification. Given a drug SMILES string, predict its activity (active/inactive) in a high-throughput screening assay against a specified biological target. (1) The result is 0 (inactive). The drug is O=C(Nc1ccc(N2CCCCCC2)cc1)c1[nH]cc(c1)C(=O)C. (2) The molecule is Fc1ccc(C2(NC(=O)N(C2=O)CC(=O)Nc2cc3OCCOc3cc2)CC)cc1. The result is 0 (inactive).